This data is from Reaction yield outcomes from USPTO patents with 853,638 reactions. The task is: Predict the reaction yield, written as a fraction of the theoretical maximum amount of product (1.0 means a 100% yield; for example, 0.34 means a 34% yield). (1) The reactants are [CH2:1]([C:8]1[N:9]=[N:10][C:11](Cl)=[C:12]([CH3:15])[C:13]=1[CH3:14])[C:2]1[CH:7]=[CH:6][CH:5]=[CH:4][CH:3]=1.[CH2:17]([O:19][C:20]([CH:22]1[CH2:27][CH2:26][NH:25][CH2:24][CH2:23]1)=[O:21])[CH3:18].CCN(C(C)C)C(C)C. The catalyst is CN1C(=O)CCC1. The product is [CH2:17]([O:19][C:20]([CH:22]1[CH2:27][CH2:26][N:25]([C:11]2[N:10]=[N:9][C:8]([CH2:1][C:2]3[CH:7]=[CH:6][CH:5]=[CH:4][CH:3]=3)=[C:13]([CH3:14])[C:12]=2[CH3:15])[CH2:24][CH2:23]1)=[O:21])[CH3:18]. The yield is 0.610. (2) The reactants are Br[C:2]1[CH:9]=[C:8]([F:10])[CH:7]=[CH:6][C:3]=1[C:4]#[N:5].[O:11]1[CH:15]=[CH:14][CH:13]=[C:12]1B(O)O.C([O-])([O-])=O.[Na+].[Na+]. The catalyst is C1C=CC(/C=C/C(/C=C/C2C=CC=CC=2)=O)=CC=1.C1C=CC(/C=C/C(/C=C/C2C=CC=CC=2)=O)=CC=1.C1C=CC(/C=C/C(/C=C/C2C=CC=CC=2)=O)=CC=1.[Pd].[Pd].COCCOC. The product is [F:10][C:8]1[CH:7]=[CH:6][C:3]([C:4]#[N:5])=[C:2]([C:12]2[O:11][CH:15]=[CH:14][CH:13]=2)[CH:9]=1. The yield is 0.350.